Dataset: Reaction yield outcomes from USPTO patents with 853,638 reactions. Task: Predict the reaction yield, written as a fraction of the theoretical maximum amount of product (1.0 means a 100% yield; for example, 0.34 means a 34% yield). (1) The reactants are Br[CH2:2][C:3]([C:5]1[CH:6]=[N:7][N:8]([CH2:10][C:11]2[CH:16]=[CH:15][C:14]([O:17][CH3:18])=[CH:13][CH:12]=2)[CH:9]=1)=O.[CH3:19][C:20]1[CH:25]=[CH:24][N:23]=[C:22]([NH:26][C:27]([NH2:29])=[S:28])[N:21]=1. The catalyst is CC(C)=O. The product is [CH3:18][O:17][C:14]1[CH:15]=[CH:16][C:11]([CH2:10][N:8]2[CH:9]=[C:5]([C:3]3[N:29]=[C:27]([NH:26][C:22]4[N:21]=[C:20]([CH3:19])[CH:25]=[CH:24][N:23]=4)[S:28][CH:2]=3)[CH:6]=[N:7]2)=[CH:12][CH:13]=1. The yield is 0.980. (2) The reactants are [Cl:1][C:2]1[CH:3]=[C:4]([CH:27]=[CH:28][C:29]=1[F:30])[NH:5][C:6]1[C:15]2[C:10](=[CH:11][C:12]([O:22][CH2:23][CH2:24][CH2:25]Cl)=[CH:13][C:14]=2[O:16][CH:17]2[CH2:21][CH2:20][O:19][CH2:18]2)[N:9]=[CH:8][N:7]=1.[CH2:31]([N:34]1[CH2:39][CH2:38][NH:37][CH2:36][CH2:35]1)[CH:32]=[CH2:33]. No catalyst specified. The product is [Cl:1][C:2]1[CH:3]=[C:4]([CH:27]=[CH:28][C:29]=1[F:30])[NH:5][C:6]1[C:15]2[C:10](=[CH:11][C:12]([O:22][CH2:23][CH2:24][CH2:25][N:37]3[CH2:38][CH2:39][N:34]([CH2:31][CH:32]=[CH2:33])[CH2:35][CH2:36]3)=[CH:13][C:14]=2[O:16][CH:17]2[CH2:21][CH2:20][O:19][CH2:18]2)[N:9]=[CH:8][N:7]=1. The yield is 0.500. (3) The reactants are C([O:4][C:5]1[CH:10]=[CH:9][C:8]([C:11]#[C:12][C:13]2[O:14][C:15]3[CH:21]=[C:20]([O:22][CH3:23])[CH:19]=[CH:18][C:16]=3[CH:17]=2)=[CH:7][CH:6]=1)(=O)C.CC1(C)C2CC1CCC2NS(C1C=CC(C#CCCO)=CC=1)(=O)=O. No catalyst specified. The product is [CH3:23][O:22][C:20]1[CH:19]=[CH:18][C:16]2[CH2:17][CH:13]([CH2:12][CH2:11][C:8]3[CH:7]=[CH:6][C:5]([OH:4])=[CH:10][CH:9]=3)[O:14][C:15]=2[CH:21]=1. The yield is 0.960. (4) The catalyst is C(O)(=O)C. The yield is 0.480. The product is [Br:24][C:22]1[CH:21]=[CH:20][C:18]2[N:19]=[C:15]([C:12]3[CH:13]=[CH:14][C:9]([O:8][CH2:1][CH2:2][CH2:3][CH2:4][CH2:5][CH2:6][CH3:7])=[CH:10][CH:11]=3)[S:16][C:17]=2[CH:23]=1. The reactants are [CH2:1]([O:8][C:9]1[CH:14]=[CH:13][C:12]([C:15]2[S:16][C:17]3[CH:23]=[CH:22][CH:21]=[CH:20][C:18]=3[N:19]=2)=[CH:11][CH:10]=1)[CH2:2][CH2:3][CH2:4][CH2:5][CH2:6][CH3:7].[Br:24]Br. (5) The reactants are [CH2:1]1[C:5]2(CCCC[C:6]2=[O:11])[CH2:4]CC1.C1(=O)CCCCC1.C[Mg]Cl.[Cl-].[NH4+].[CH3:24][C:25]1([OH:35])[CH2:34][CH2:33][CH2:32][CH2:31][C:26]21[CH2:30][CH2:29][CH2:28][CH2:27]2. The catalyst is O1CCCC1. The product is [C:6]([O:35][C:25]1([CH3:24])[CH2:34][CH2:33][CH2:32][CH2:31][C:26]21[CH2:30][CH2:29][CH2:28][CH2:27]2)(=[O:11])[C:5]([CH3:1])=[CH2:4]. The yield is 0.870. (6) The reactants are [Br:1][C:2]1[CH:7]=[CH:6][C:5](I)=[CH:4][C:3]=1[F:9].[CH2:10]([Sn](CCCC)(CCCC)C=C)[CH2:11]CC.CCOCC.O. The catalyst is CN(C=O)C.Cl[Pd](Cl)([P](C1C=CC=CC=1)(C1C=CC=CC=1)C1C=CC=CC=1)[P](C1C=CC=CC=1)(C1C=CC=CC=1)C1C=CC=CC=1. The product is [Br:1][C:2]1[CH:7]=[CH:6][C:5]([CH:10]=[CH2:11])=[CH:4][C:3]=1[F:9]. The yield is 0.540.